This data is from Forward reaction prediction with 1.9M reactions from USPTO patents (1976-2016). The task is: Predict the product of the given reaction. (1) Given the reactants [H-].[Na+].[Br:3][C:4]1[CH:5]=[N:6][NH:7][CH:8]=1.Br[CH2:10][C:11]1([CH3:15])[CH2:14][O:13][CH2:12]1, predict the reaction product. The product is: [Br:3][C:4]1[CH:5]=[N:6][N:7]([CH2:10][C:11]2([CH3:15])[CH2:14][O:13][CH2:12]2)[CH:8]=1. (2) Given the reactants [C:1]1([NH:7][CH2:8][C:9]2[CH:18]=[CH:17][C:12]([C:13]([O:15]C)=[O:14])=[CH:11][CH:10]=2)[CH:6]=[CH:5][CH:4]=[CH:3][CH:2]=1.O.[OH-].[Li+].O1CCCC1.Cl, predict the reaction product. The product is: [C:1]1([NH:7][CH2:8][C:9]2[CH:18]=[CH:17][C:12]([C:13]([OH:15])=[O:14])=[CH:11][CH:10]=2)[CH:2]=[CH:3][CH:4]=[CH:5][CH:6]=1. (3) Given the reactants FC(F)(F)C(O)=O.[CH:8]1([C:11]2[C:12]([O:39]CC3C=CC(OC)=CC=3)=[N:13][C:14]([CH:17]([C:27]3[CH:32]=[CH:31][C:30]([S:33]([CH:36]4[CH2:38][CH2:37]4)(=[O:35])=[O:34])=[CH:29][CH:28]=3)[O:18][C:19]3[CH:24]=[CH:23][C:22]([F:25])=[CH:21][C:20]=3[F:26])=[CH:15][CH:16]=2)[CH2:10][CH2:9]1, predict the reaction product. The product is: [CH:8]1([C:11]2[C:12](=[O:39])[NH:13][C:14]([CH:17]([C:27]3[CH:28]=[CH:29][C:30]([S:33]([CH:36]4[CH2:38][CH2:37]4)(=[O:35])=[O:34])=[CH:31][CH:32]=3)[O:18][C:19]3[CH:24]=[CH:23][C:22]([F:25])=[CH:21][C:20]=3[F:26])=[CH:15][CH:16]=2)[CH2:9][CH2:10]1. (4) Given the reactants C([C:3]1([C:17]([OH:19])=[O:18])[CH2:7][CH:6]([O:8][CH:9]2[CH2:14][CH2:13][O:12][CH2:11][CH2:10]2)[CH2:5][CH:4]1[CH2:15][CH3:16])C.[OH-].[Na+], predict the reaction product. The product is: [CH2:15]([CH:4]1[CH2:5][CH:6]([O:8][CH:9]2[CH2:14][CH2:13][O:12][CH2:11][CH2:10]2)[CH2:7][CH:3]1[C:17]([OH:19])=[O:18])[CH3:16]. (5) Given the reactants C([O:3][C:4](=[O:20])[C@@H:5]([O:18][CH3:19])[CH2:6][C:7]1[CH:12]=[CH:11][C:10]([O:13][CH2:14][CH2:15][CH2:16]Br)=[CH:9][CH:8]=1)C.[CH3:21][N:22]([CH3:30])[C:23]1[CH:24]=[C:25]([OH:29])[CH:26]=[CH:27][CH:28]=1.CO[C@@H](CC1C=CC(OCCCOC2C=CC=CC=2)=CC=1)C(O)=O, predict the reaction product. The product is: [CH3:21][N:22]([CH3:30])[C:23]1[CH:24]=[C:25]([CH:26]=[CH:27][CH:28]=1)[O:29][CH2:16][CH2:15][CH2:14][O:13][C:10]1[CH:9]=[CH:8][C:7]([CH2:6][C@H:5]([O:18][CH3:19])[C:4]([OH:3])=[O:20])=[CH:12][CH:11]=1. (6) Given the reactants [CH2:1]([S:3][C:4]1[CH:9]=[CH:8][CH:7]=[CH:6][C:5]=1[C:10]1[N:19]([CH3:20])[C:13]2=[N:14][CH:15]=[C:16](I)[CH:17]=[C:12]2[N:11]=1)[CH3:2].[F:21][C:22]([F:33])([F:32])[C:23]([F:31])([F:30])[C:24]([F:29])([F:28])C([O-])=O.[Na+].C(=O)([O-])O.[Na+].N, predict the reaction product. The product is: [CH2:1]([S:3][C:4]1[CH:9]=[CH:8][CH:7]=[CH:6][C:5]=1[C:10]1[N:19]([CH3:20])[C:13]2=[N:14][CH:15]=[C:16]([C:24]([F:29])([F:28])[C:23]([F:31])([F:30])[C:22]([F:33])([F:32])[F:21])[CH:17]=[C:12]2[N:11]=1)[CH3:2]. (7) Given the reactants [OH:1][C@@H:2]1[C:10]2[C:5](=[CH:6][CH:7]=[CH:8][CH:9]=2)[CH2:4][C@@:3]1([CH2:20][C:21]1[CH:29]=[CH:28][C:24]([C:25](O)=[O:26])=[CH:23][CH:22]=1)[C:11]1[CH2:12][C:13]2[C:18]([CH:19]=1)=[CH:17][CH:16]=[CH:15][CH:14]=2.C[CH2:31][N:32](CC)[CH2:33]C.CNC.C(P1(=O)OP(CCC)(=O)OP(CCC)(=O)O1)CC, predict the reaction product. The product is: [OH:1][C@@H:2]1[C:10]2[C:5](=[CH:6][CH:7]=[CH:8][CH:9]=2)[CH2:4][C@@:3]1([CH2:20][C:21]1[CH:29]=[CH:28][C:24]([C:25]([N:32]([CH3:33])[CH3:31])=[O:26])=[CH:23][CH:22]=1)[C:11]1[CH2:12][C:13]2[C:18]([CH:19]=1)=[CH:17][CH:16]=[CH:15][CH:14]=2. (8) Given the reactants C([O:8][C@@H:9]1[C@@H:14]([O:15]CC2C=CC=CC=2)[C@H:13]([O:23]CC2C=CC=CC=2)[C@@H:12]([CH2:31][O:32]CC2C=CC=CC=2)[O:11][C@H:10]1[C:40]1[CH:45]=[C:44]([CH2:46][C:47]2[CH:52]=[CH:51][C:50](/[CH:53]=[CH:54]/[CH2:55][C:56]([NH:58][C:59]([CH3:63])([CH3:62])[CH2:60][OH:61])=[O:57])=[CH:49][CH:48]=2)[C:43]([CH3:64])=[CH:42][C:41]=1[O:65]CC1C=CC=CC=1)C1C=CC=CC=1, predict the reaction product. The product is: [OH:65][C:41]1[CH:42]=[C:43]([CH3:64])[C:44]([CH2:46][C:47]2[CH:48]=[CH:49][C:50]([CH2:53][CH2:54][CH2:55][C:56]([NH:58][C:59]([CH3:63])([CH3:62])[CH2:60][OH:61])=[O:57])=[CH:51][CH:52]=2)=[CH:45][C:40]=1[C@@H:10]1[O:11][C@H:12]([CH2:31][OH:32])[C@@H:13]([OH:23])[C@H:14]([OH:15])[C@H:9]1[OH:8].